This data is from Full USPTO retrosynthesis dataset with 1.9M reactions from patents (1976-2016). The task is: Predict the reactants needed to synthesize the given product. (1) Given the product [F:20][C:14]1[CH:15]=[CH:16][C:17]([F:19])=[C:18]2[C:13]=1[C:12](=[O:21])[C:11]([C:22]([O:24][CH2:25][CH3:26])=[O:23])=[CH:10][N:9]2[CH2:8][C:5]1[CH:4]=[CH:3][C:2]([C:35]2[CH:36]=[N:37][NH:38][CH:39]=2)=[CH:7][N:6]=1, predict the reactants needed to synthesize it. The reactants are: Br[C:2]1[CH:3]=[CH:4][C:5]([CH2:8][N:9]2[C:18]3[C:13](=[C:14]([F:20])[CH:15]=[CH:16][C:17]=3[F:19])[C:12](=[O:21])[C:11]([C:22]([O:24][CH2:25][CH3:26])=[O:23])=[CH:10]2)=[N:6][CH:7]=1.CC1(C)C(C)(C)OB([C:35]2[CH:36]=[N:37][N:38](C(OC(C)(C)C)=O)[CH:39]=2)O1.C(=O)([O-])[O-].[Cs+].[Cs+].C(OCC)(=O)C. (2) Given the product [F:1][C:2]1[CH:7]=[C:6]([O:8][C:9]2[CH:14]=[CH:13][N:12]=[C:11]([NH:15][C:16]([N:18]3[CH2:19][CH:20]([O:22][C:44](=[O:45])[CH2:43][N:42]([CH3:47])[CH3:41])[CH2:21]3)=[O:17])[CH:10]=2)[C:5]([F:23])=[CH:4][C:3]=1[NH:24][C:25]([C:27]1([C:30]([NH:32][C:33]2[CH:34]=[CH:35][C:36]([F:39])=[CH:37][CH:38]=2)=[O:31])[CH2:28][CH2:29]1)=[O:26], predict the reactants needed to synthesize it. The reactants are: [F:1][C:2]1[CH:7]=[C:6]([O:8][C:9]2[CH:14]=[CH:13][N:12]=[C:11]([NH:15][C:16]([N:18]3[CH2:21][CH:20]([OH:22])[CH2:19]3)=[O:17])[CH:10]=2)[C:5]([F:23])=[CH:4][C:3]=1[NH:24][C:25]([C:27]1([C:30]([NH:32][C:33]2[CH:38]=[CH:37][C:36]([F:39])=[CH:35][CH:34]=2)=[O:31])[CH2:29][CH2:28]1)=[O:26].Cl.[CH3:41][N:42]([CH3:47])[CH2:43][C:44](O)=[O:45].C(N(CC)CC)C.CN([P+](ON1N=NC2C=CC=CC1=2)(N(C)C)N(C)C)C.F[P-](F)(F)(F)(F)F. (3) Given the product [CH:39]1([CH2:38][O:1][C:2]2[CH:7]=[CH:6][C:5]([C:8]3[N:13]=[CH:12][N:11]=[C:10]([NH:14][C@H:15]([C:23]([O:25][CH3:26])=[O:24])[CH2:16][C:17]4[CH:22]=[CH:21][CH:20]=[CH:19][CH:18]=4)[CH:9]=3)=[CH:4][CH:3]=2)[CH2:41][CH2:40]1, predict the reactants needed to synthesize it. The reactants are: [OH:1][C:2]1[CH:7]=[CH:6][C:5]([C:8]2[N:13]=[CH:12][N:11]=[C:10]([NH:14][C@H:15]([C:23]([O:25][CH3:26])=[O:24])[CH2:16][C:17]3[CH:22]=[CH:21][CH:20]=[CH:19][CH:18]=3)[CH:9]=2)=[CH:4][CH:3]=1.C(=O)([O-])[O-].[K+].[K+].CC(C)=O.Br[CH2:38][CH:39]1[CH2:41][CH2:40]1. (4) Given the product [F:23][C:13]1[C:12]([CH2:11][C:10]2[C:4]3[C:5](=[N:6][CH:7]=[C:2]([C:26]4[CH:25]=[N:24][CH:29]=[CH:28][CH:27]=4)[CH:3]=3)[NH:8][CH:9]=2)=[C:21]([F:22])[CH:20]=[CH:19][C:14]=1[O:15][CH2:16][CH2:17][OH:18], predict the reactants needed to synthesize it. The reactants are: Br[C:2]1[CH:3]=[C:4]2[C:10]([CH2:11][C:12]3[C:13]([F:23])=[C:14]([CH:19]=[CH:20][C:21]=3[F:22])[O:15][CH2:16][CH2:17][OH:18])=[CH:9][NH:8][C:5]2=[N:6][CH:7]=1.[N:24]1[CH:29]=[CH:28][CH:27]=[C:26](B(O)O)[CH:25]=1.C(=O)([O-])[O-].[K+].[K+].O. (5) Given the product [NH2:35][C:5]([C:8]1[O:9][C:10]2[CH:16]=[CH:15][C:14]([C:17]3[N:21]=[C:20]([C:22]4[CH:27]=[CH:26][C:25]([O:28][CH2:29][CH2:30][CH3:31])=[C:24]([N+:32]([O-:34])=[O:33])[CH:23]=4)[O:19][N:18]=3)=[CH:13][C:11]=2[CH:12]=1)([CH2:4][OH:3])[CH2:6][OH:7], predict the reactants needed to synthesize it. The reactants are: CC1(C)[O:7][CH2:6][C:5]([NH:35]C(=O)OC(C)(C)C)([C:8]2[O:9][C:10]3[CH:16]=[CH:15][C:14]([C:17]4[N:21]=[C:20]([C:22]5[CH:27]=[CH:26][C:25]([O:28][CH2:29][CH2:30][CH3:31])=[C:24]([N+:32]([O-:34])=[O:33])[CH:23]=5)[O:19][N:18]=4)=[CH:13][C:11]=3[CH:12]=2)[CH2:4][O:3]1.ClC1C=C(C2ON=C(C3C=CC4OC(C5(NC(=O)OC(C)(C)C)COC(C)(C)OC5)=CC=4C=3)N=2)C=CC=1OCCC. (6) Given the product [Cl:1][C:2]1[CH:7]=[CH:6][C:5]([CH:8]([OH:9])[C@@H:10]2[CH2:14][CH2:13][CH2:12][N:11]2[C:15]([C:17]2[C:18]([CH:23]([F:25])[F:24])=[N:19][N:20]([CH3:22])[CH:21]=2)=[O:16])=[CH:4][CH:3]=1, predict the reactants needed to synthesize it. The reactants are: [Cl:1][C:2]1[CH:7]=[CH:6][C:5]([C:8]([C@@H:10]2[CH2:14][CH2:13][CH2:12][N:11]2[C:15]([C:17]2[C:18]([CH:23]([F:25])[F:24])=[N:19][N:20]([CH3:22])[CH:21]=2)=[O:16])=[O:9])=[CH:4][CH:3]=1.[BH4-].[Na+].Cl. (7) Given the product [CH:25]1([N:22]2[CH2:21][CH2:20][CH:19]([O:18][C:15]3[CH:14]=[CH:13][C:12]([C:7]4[N:8]([CH3:11])[C:9](=[O:10])[C:4]5[CH:3]=[CH:2][N:31]=[CH:30][C:5]=5[N:6]=4)=[CH:17][CH:16]=3)[CH2:24][CH2:23]2)[CH2:26][CH2:27][CH2:28][CH2:29]1, predict the reactants needed to synthesize it. The reactants are: Cl[C:2]1[N:31]=[CH:30][C:5]2[N:6]=[C:7]([C:12]3[CH:17]=[CH:16][C:15]([O:18][CH:19]4[CH2:24][CH2:23][N:22]([CH:25]5[CH2:29][CH2:28][CH2:27][CH2:26]5)[CH2:21][CH2:20]4)=[CH:14][CH:13]=3)[N:8]([CH3:11])[C:9](=[O:10])[C:4]=2[CH:3]=1.C(N(CC)CC)C.[H][H]. (8) Given the product [O:77]1[CH2:78][CH2:79][N:74]([C:2]2[CH:40]=[CH:39][C:5]([CH2:6][N:7]3[C:11]4[CH:12]=[CH:13][C:14]([O:16][CH2:17][C:18]5[CH:27]=[CH:26][C:25]6[C:20](=[CH:21][CH:22]=[CH:23][CH:24]=6)[N:19]=5)=[CH:15][C:10]=4[N:9]=[C:8]3[CH2:28][C:29]3([C:34]([O:36][CH2:37][CH3:38])=[O:35])[CH2:33][CH2:32][CH2:31][CH2:30]3)=[CH:4][CH:3]=2)[CH2:75][CH2:76]1, predict the reactants needed to synthesize it. The reactants are: Br[C:2]1[CH:40]=[CH:39][C:5]([CH2:6][N:7]2[C:11]3[CH:12]=[CH:13][C:14]([O:16][CH2:17][C:18]4[CH:27]=[CH:26][C:25]5[C:20](=[CH:21][CH:22]=[CH:23][CH:24]=5)[N:19]=4)=[CH:15][C:10]=3[N:9]=[C:8]2[CH2:28][C:29]2([C:34]([O:36][CH2:37][CH3:38])=[O:35])[CH2:33][CH2:32][CH2:31][CH2:30]2)=[CH:4][CH:3]=1.CC(OC1C=CC=C(OC(C)C)C=1C1C(P(C2CCCCC2)C2CCCCC2)=CC=CC=1)C.[NH:74]1[CH2:79][CH2:78][O:77][CH2:76][CH2:75]1.CC([O-])(C)C.[Na+]. (9) The reactants are: C([O:3][C:4](=[O:20])[C@@H:5]([O:18][CH3:19])[CH2:6][C:7]1[CH:12]=[CH:11][C:10]([O:13][CH2:14][C:15]([OH:17])=O)=[CH:9][CH:8]=1)C.[C:21]1([CH2:31][NH2:32])[C:30]2[C:25](=[CH:26][CH:27]=[CH:28][CH:29]=2)[CH:24]=[CH:23][CH:22]=1.C(O[C@@H](CC1C=CC(O[C@@H](C(=O)NCCC2C=CC(OC3C=CC=CC=3)=CC=2)C)=CC=1)C(O)=O)C. Given the product [CH3:19][O:18][C@@H:5]([CH2:6][C:7]1[CH:8]=[CH:9][C:10]([O:13][CH2:14][C:15](=[O:17])[NH:32][CH2:31][C:21]2[C:30]3[C:25](=[CH:26][CH:27]=[CH:28][CH:29]=3)[CH:24]=[CH:23][CH:22]=2)=[CH:11][CH:12]=1)[C:4]([OH:3])=[O:20], predict the reactants needed to synthesize it.